From a dataset of CYP2D6 inhibition data for predicting drug metabolism from PubChem BioAssay. Regression/Classification. Given a drug SMILES string, predict its absorption, distribution, metabolism, or excretion properties. Task type varies by dataset: regression for continuous measurements (e.g., permeability, clearance, half-life) or binary classification for categorical outcomes (e.g., BBB penetration, CYP inhibition). Dataset: cyp2d6_veith. (1) The drug is Oc1c(Br)cc(CN(Cc2cc(Br)c(O)c(Br)c2)C2CCCCC2)cc1Br. The result is 1 (inhibitor). (2) The molecule is CC(C)(C)c1cc2cccnc2n1Cc1cccc(F)c1. The result is 1 (inhibitor). (3) The drug is O=c1c(-c2cccs2)nc2cnc(N3CCNCC3)nc2n1C1CC1. The result is 0 (non-inhibitor). (4) The drug is COc1ccc2c(c1)c(CC(=O)O)c(C)n2C(=O)c1ccc(Cl)cc1. The result is 0 (non-inhibitor). (5) The molecule is COc1ccc(CNc2nc(-c3ccccc3OC)nc3ccccc23)c(OC)c1. The result is 1 (inhibitor).